From a dataset of Tyrosyl-DNA phosphodiesterase HTS with 341,365 compounds. Binary Classification. Given a drug SMILES string, predict its activity (active/inactive) in a high-throughput screening assay against a specified biological target. (1) The molecule is FC(F)(F)c1c2c(n(nc2C)CCC(O)=O)nc(c1)c1cccnc1. The result is 0 (inactive). (2) The drug is S(CC(=O)Nc1cc(cc(c1)C)C)c1oc(nn1)CNC(=O)c1cc(OC)c(OC)c(OC)c1. The result is 0 (inactive).